This data is from NCI-60 drug combinations with 297,098 pairs across 59 cell lines. The task is: Regression. Given two drug SMILES strings and cell line genomic features, predict the synergy score measuring deviation from expected non-interaction effect. (1) Drug 1: CC1=C(C=C(C=C1)NC2=NC=CC(=N2)N(C)C3=CC4=NN(C(=C4C=C3)C)C)S(=O)(=O)N.Cl. Drug 2: C1=CC(=CC=C1CCC2=CNC3=C2C(=O)NC(=N3)N)C(=O)NC(CCC(=O)O)C(=O)O. Cell line: MALME-3M. Synergy scores: CSS=19.0, Synergy_ZIP=-2.62, Synergy_Bliss=3.44, Synergy_Loewe=5.20, Synergy_HSA=5.44. (2) Drug 1: CN(CC1=CN=C2C(=N1)C(=NC(=N2)N)N)C3=CC=C(C=C3)C(=O)NC(CCC(=O)O)C(=O)O. Drug 2: CC1=C(C=C(C=C1)C(=O)NC2=CC(=CC(=C2)C(F)(F)F)N3C=C(N=C3)C)NC4=NC=CC(=N4)C5=CN=CC=C5. Cell line: A549. Synergy scores: CSS=43.4, Synergy_ZIP=1.31, Synergy_Bliss=2.27, Synergy_Loewe=-38.8, Synergy_HSA=1.01. (3) Drug 1: C1CN(CCN1C(=O)CCBr)C(=O)CCBr. Drug 2: C1CN(P(=O)(OC1)NCCCl)CCCl. Cell line: TK-10. Synergy scores: CSS=14.2, Synergy_ZIP=-4.96, Synergy_Bliss=-2.28, Synergy_Loewe=-9.23, Synergy_HSA=0.759. (4) Drug 1: CC12CCC3C(C1CCC2O)C(CC4=C3C=CC(=C4)O)CCCCCCCCCS(=O)CCCC(C(F)(F)F)(F)F. Drug 2: C#CCC(CC1=CN=C2C(=N1)C(=NC(=N2)N)N)C3=CC=C(C=C3)C(=O)NC(CCC(=O)O)C(=O)O. Cell line: NCIH23. Synergy scores: CSS=-10.3, Synergy_ZIP=5.83, Synergy_Bliss=4.79, Synergy_Loewe=-5.48, Synergy_HSA=-5.89. (5) Drug 1: CN1C2=C(C=C(C=C2)N(CCCl)CCCl)N=C1CCCC(=O)O.Cl. Cell line: PC-3. Synergy scores: CSS=14.6, Synergy_ZIP=-3.98, Synergy_Bliss=-1.87, Synergy_Loewe=-21.6, Synergy_HSA=-3.85. Drug 2: C1=NC2=C(N1)C(=S)N=CN2. (6) Drug 1: CC12CCC3C(C1CCC2OP(=O)(O)O)CCC4=C3C=CC(=C4)OC(=O)N(CCCl)CCCl.[Na+]. Drug 2: COCCOC1=C(C=C2C(=C1)C(=NC=N2)NC3=CC=CC(=C3)C#C)OCCOC.Cl. Cell line: RPMI-8226. Synergy scores: CSS=-32.7, Synergy_ZIP=30.8, Synergy_Bliss=44.8, Synergy_Loewe=-15.1, Synergy_HSA=-2.45. (7) Drug 1: C1=CC(=CC=C1CCCC(=O)O)N(CCCl)CCCl. Drug 2: CCCCC(=O)OCC(=O)C1(CC(C2=C(C1)C(=C3C(=C2O)C(=O)C4=C(C3=O)C=CC=C4OC)O)OC5CC(C(C(O5)C)O)NC(=O)C(F)(F)F)O. Cell line: UACC62. Synergy scores: CSS=22.1, Synergy_ZIP=-10.4, Synergy_Bliss=-8.27, Synergy_Loewe=-7.13, Synergy_HSA=-7.11. (8) Synergy scores: CSS=38.1, Synergy_ZIP=-5.27, Synergy_Bliss=-4.66, Synergy_Loewe=-11.8, Synergy_HSA=-3.39. Drug 1: CCCCC(=O)OCC(=O)C1(CC(C2=C(C1)C(=C3C(=C2O)C(=O)C4=C(C3=O)C=CC=C4OC)O)OC5CC(C(C(O5)C)O)NC(=O)C(F)(F)F)O. Drug 2: CCN(CC)CCCC(C)NC1=C2C=C(C=CC2=NC3=C1C=CC(=C3)Cl)OC. Cell line: A498. (9) Drug 1: CC1=C(C(=CC=C1)Cl)NC(=O)C2=CN=C(S2)NC3=CC(=NC(=N3)C)N4CCN(CC4)CCO. Drug 2: CNC(=O)C1=NC=CC(=C1)OC2=CC=C(C=C2)NC(=O)NC3=CC(=C(C=C3)Cl)C(F)(F)F. Cell line: HCT-15. Synergy scores: CSS=8.89, Synergy_ZIP=-0.187, Synergy_Bliss=2.61, Synergy_Loewe=-11.9, Synergy_HSA=-1.99. (10) Drug 1: C1CC(=O)NC(=O)C1N2CC3=C(C2=O)C=CC=C3N. Drug 2: B(C(CC(C)C)NC(=O)C(CC1=CC=CC=C1)NC(=O)C2=NC=CN=C2)(O)O. Cell line: MCF7. Synergy scores: CSS=2.75, Synergy_ZIP=-0.784, Synergy_Bliss=-0.106, Synergy_Loewe=0.368, Synergy_HSA=-0.470.